From a dataset of Forward reaction prediction with 1.9M reactions from USPTO patents (1976-2016). Predict the product of the given reaction. (1) Given the reactants [Cl:1][C:2]1[CH:7]=[CH:6][C:5]2[O:8][CH2:9][C:10]3[C:14]([C:15]([OH:17])=O)=[N:13][N:12]([CH3:18])[C:11]=3[C:4]=2[CH:3]=1.C(Cl)(=O)C(Cl)=O.[Cl:25][C:26]1[CH:27]=[C:28]([CH:30]=[CH:31][CH:32]=1)[NH2:29].C(N(CC)CC)C, predict the reaction product. The product is: [Cl:25][C:26]1[CH:27]=[C:28]([NH:29][C:15]([C:14]2[C:10]3[CH2:9][O:8][C:5]4[CH:6]=[CH:7][C:2]([Cl:1])=[CH:3][C:4]=4[C:11]=3[N:12]([CH3:18])[N:13]=2)=[O:17])[CH:30]=[CH:31][CH:32]=1. (2) Given the reactants FC(F)(F)C(O)=O.[Cl:8][C:9]1[CH:14]=[CH:13][C:12]([NH:15][C:16](=[O:30])[NH:17][C:18]2[S:26][C:21]3[CH2:22][NH:23][CH2:24][CH2:25][C:20]=3[C:19]=2[C:27]([NH2:29])=[O:28])=[CH:11][CH:10]=1.C(N(C(C)C)CC)(C)C.Br[CH2:41][C:42]([O:44][C:45]([CH3:48])([CH3:47])[CH3:46])=[O:43], predict the reaction product. The product is: [C:27]([C:19]1[C:20]2[CH2:25][CH2:24][N:23]([CH2:41][C:42]([O:44][C:45]([CH3:48])([CH3:47])[CH3:46])=[O:43])[CH2:22][C:21]=2[S:26][C:18]=1[NH:17][C:16]([NH:15][C:12]1[CH:11]=[CH:10][C:9]([Cl:8])=[CH:14][CH:13]=1)=[O:30])(=[O:28])[NH2:29].